Predict the reactants needed to synthesize the given product. From a dataset of Full USPTO retrosynthesis dataset with 1.9M reactions from patents (1976-2016). (1) The reactants are: [NH:1]([C:23](OCC1C=CC=CC=1)=[O:24])[C@H:2]([C:10]([NH:12][CH2:13][CH2:14][NH:15][C:16]([O:18][C:19]([CH3:22])([CH3:21])[CH3:20])=[O:17])=[O:11])[CH2:3][C:4]1[CH:9]=[CH:8][CH:7]=[CH:6][CH:5]=1.[NH:33]([C:45]([O:47][CH2:48][C:49]1[CH:54]=[CH:53][CH:52]=[CH:51][CH:50]=1)=[O:46])[C@H:34](C(O)=O)[CH2:35][C:36]1[CH:41]=[CH:40][CH:39]=[CH:38][CH:37]=1.C1C=CC2N(O)N=NC=2C=1.CN1CCOCC1.C(Cl)CCl. Given the product [NH:33]([C:45]([O:47][CH2:48][C:49]1[CH:54]=[CH:53][CH:52]=[CH:51][CH:50]=1)=[O:46])[C@H:34]([C:23]([NH:1][C@H:2]([C:10]([NH:12][CH2:13][CH2:14][NH:15][C:16]([O:18][C:19]([CH3:20])([CH3:21])[CH3:22])=[O:17])=[O:11])[CH2:3][C:4]1[CH:5]=[CH:6][CH:7]=[CH:8][CH:9]=1)=[O:24])[CH2:35][C:36]1[CH:41]=[CH:40][CH:39]=[CH:38][CH:37]=1, predict the reactants needed to synthesize it. (2) Given the product [CH2:20]([O:19][C:17](=[O:18])[CH2:16][O:14][C:9]1[CH:10]=[CH:11][CH:12]=[CH:13][C:8]=1[Cl:7])[CH3:21], predict the reactants needed to synthesize it. The reactants are: C([O-])([O-])=O.[K+].[K+].[Cl:7][C:8]1[CH:13]=[CH:12][CH:11]=[CH:10][C:9]=1[OH:14].Br[CH2:16][C:17]([O:19][CH2:20][CH3:21])=[O:18]. (3) Given the product [Cl:32][C:27]1[C:28]2[C:20]([C:17]3[CH:18]=[CH:19][C:14]([O:13][CH3:12])=[CH:15][CH:16]=3)=[CH:21][O:22][C:23]=2[N:24]=[CH:25][N:26]=1, predict the reactants needed to synthesize it. The reactants are: C(N(CC)C1C=CC=CC=1)C.[CH3:12][O:13][C:14]1[CH:19]=[CH:18][C:17]([C:20]2[C:28]3[C:27](=O)[NH:26][CH:25]=[N:24][C:23]=3[O:22][CH:21]=2)=[CH:16][CH:15]=1.P(Cl)(Cl)([Cl:32])=O. (4) Given the product [N+:15]([O-:18])([OH:17])=[O:16].[N+:15]([C:7]1[CH:8]=[C:9]2[C:4](=[CH:5][CH:6]=1)[CH2:3][NH:2][CH2:1]2)([O-:17])=[O:16], predict the reactants needed to synthesize it. The reactants are: [CH2:1]1[C:9]2[C:4](=[CH:5][CH:6]=[CH:7][CH:8]=2)[CH2:3][NH:2]1.S(=O)(=O)(O)O.[N+:15]([O-:18])([OH:17])=[O:16]. (5) Given the product [F:1][C:2]1[CH:3]=[CH:4][C:5]([CH2:6][N:7]2[CH2:22][CH:21]([CH2:23][CH2:24][NH:25][CH3:26])[N:10]3[C:11](=[O:20])[N:12]([CH:17]([CH3:19])[CH3:18])[C:13](=[O:16])[C:14]([OH:15])=[C:9]3[C:8]2=[O:29])=[CH:30][CH:31]=1, predict the reactants needed to synthesize it. The reactants are: [F:1][C:2]1[CH:31]=[CH:30][C:5]([CH2:6][N:7]2[CH2:22][CH:21]([CH2:23][CH2:24][N:25](OC)[CH3:26])[N:10]3[C:11](=[O:20])[N:12]([CH:17]([CH3:19])[CH3:18])[C:13](=[O:16])[C:14]([OH:15])=[C:9]3[C:8]2=[O:29])=[CH:4][CH:3]=1.